From a dataset of Catalyst prediction with 721,799 reactions and 888 catalyst types from USPTO. Predict which catalyst facilitates the given reaction. Reactant: [F:1][C:2]1[CH:10]=[CH:9][C:8]([CH2:11][C:12]2[C:21]3[C:16](=[CH:17][CH:18]=[CH:19][CH:20]=3)[C:15](=[O:22])[NH:14][N:13]=2)=[CH:7][C:3]=1[C:4](O)=[O:5].CN(C(ON1N=NC2C=CC=CC1=2)=[N+](C)C)C.F[P-](F)(F)(F)(F)F.C(N(C(C)C)C(C)C)C.[NH:56]1[CH2:61][CH2:60][CH:59]([O:62][CH2:63][CH2:64][N:65]2[CH2:70][CH2:69][CH2:68][CH2:67][CH2:66]2)[CH2:58][CH2:57]1. Product: [F:1][C:2]1[CH:10]=[CH:9][C:8]([CH2:11][C:12]2[C:21]3[C:16](=[CH:17][CH:18]=[CH:19][CH:20]=3)[C:15](=[O:22])[NH:14][N:13]=2)=[CH:7][C:3]=1[C:4]([N:56]1[CH2:61][CH2:60][CH:59]([O:62][CH2:63][CH2:64][N:65]2[CH2:70][CH2:69][CH2:68][CH2:67][CH2:66]2)[CH2:58][CH2:57]1)=[O:5]. The catalyst class is: 44.